The task is: Predict which catalyst facilitates the given reaction.. This data is from Catalyst prediction with 721,799 reactions and 888 catalyst types from USPTO. Reactant: C[Si](C)(C)[N-][Si](C)(C)C.[Li+].[CH3:11][C:12]1[S:13][C:14]([C:18](=[O:20])[CH3:19])=[C:15]([CH3:17])[N:16]=1.I[CH3:22].[NH4+].[Cl-]. Product: [CH3:11][C:12]1[S:13][C:14]([C:18](=[O:20])[CH2:19][CH3:22])=[C:15]([CH3:17])[N:16]=1. The catalyst class is: 1.